This data is from Full USPTO retrosynthesis dataset with 1.9M reactions from patents (1976-2016). The task is: Predict the reactants needed to synthesize the given product. (1) Given the product [CH2:2]([P:4]([OH:11])([CH2:6][CH2:7][C:8]([OH:10])=[O:9])=[O:5])[CH3:3], predict the reactants needed to synthesize it. The reactants are: [Na+].[CH2:2]([P:4]([OH:11])([CH2:6][CH2:7][C:8]([O-:10])=[O:9])=[O:5])[CH3:3].S(=O)(=O)(O)O. (2) Given the product [C:28]([O:27][C:26]([N:25]([CH3:33])[C@@H:23]([CH3:24])[C:22]([NH:21][C@H:18]1[CH2:17][O:16][C:15]2[CH:35]=[CH:36][CH:37]=[CH:38][C:14]=2[N:13]([CH2:12][C:8]2[C:7]([O:39][CH3:40])=[CH:6][CH:5]=[C:4]3[C:9]=2[CH:10]=[CH:11][C:2]([C:59]([O:60][CH3:61])=[O:84])=[CH:3]3)[C:19]1=[O:20])=[O:34])=[O:32])([CH3:30])([CH3:31])[CH3:29], predict the reactants needed to synthesize it. The reactants are: Br[C:2]1[CH:3]=[C:4]2[C:9](=[CH:10][CH:11]=1)[C:8]([CH2:12][N:13]1[C:19](=[O:20])[C@@H:18]([NH:21][C:22](=[O:34])[C@@H:23]([N:25]([CH3:33])[C:26](=[O:32])[O:27][C:28]([CH3:31])([CH3:30])[CH3:29])[CH3:24])[CH2:17][O:16][C:15]3[CH:35]=[CH:36][CH:37]=[CH:38][C:14]1=3)=[C:7]([O:39][CH3:40])[CH:6]=[CH:5]2.C1(P(C2C=CC=CC=2)C2[C:61]3[O:60][C:59]4C(=CC=CC=4P(C4C=CC=CC=4)C4C=CC=CC=4)C(C)(C)C=3C=CC=2)C=CC=CC=1.C[OH:84]. (3) Given the product [CH3:1][O:2][C:3]1[C:4]([NH:14][C:15]([N:30]2[CH2:29][CH2:28][N:27]([C:22]3[CH:23]=[CH:24][CH:25]=[CH:26][C:21]=3[Cl:20])[CH2:32][CH2:31]2)=[O:19])=[N:5][C:6]2[C:11]([N:12]=1)=[CH:10][C:9]([CH3:13])=[CH:8][CH:7]=2, predict the reactants needed to synthesize it. The reactants are: [CH3:1][O:2][C:3]1[C:4]([NH:14][C:15](=[O:19])OCC)=[N:5][C:6]2[C:11]([N:12]=1)=[CH:10][C:9]([CH3:13])=[CH:8][CH:7]=2.[Cl:20][C:21]1[CH:26]=[CH:25][CH:24]=[CH:23][C:22]=1[N:27]1[CH2:32][CH2:31][NH:30][CH2:29][CH2:28]1. (4) Given the product [I-:10].[CH3:1][N+:2]1[CH:6]=[CH:5][N:4]([CH2:7][CH2:8][CH3:9])[CH:3]=1, predict the reactants needed to synthesize it. The reactants are: [CH3:1][N:2]1[CH:6]=[CH:5][N:4]=[CH:3]1.[CH2:7]([I:10])[CH2:8][CH3:9]. (5) Given the product [F:1][C:2]1[C:3]2[N:4]([C:14]([S:17][C:19]3[CH:28]=[CH:27][C:26]4[N:25]=[CH:24][C:23]5[N:29]([CH2:34][CH2:35][O:36][CH3:37])[C:30](=[O:33])[CH2:31][O:32][C:22]=5[C:21]=4[CH:20]=3)=[N:15][N:16]=2)[CH:5]=[C:6]([C:8]2[CH:9]=[N:10][N:11]([CH3:13])[CH:12]=2)[CH:7]=1, predict the reactants needed to synthesize it. The reactants are: [F:1][C:2]1[C:3]2[N:4]([C:14]([SH:17])=[N:15][N:16]=2)[CH:5]=[C:6]([C:8]2[CH:9]=[N:10][N:11]([CH3:13])[CH:12]=2)[CH:7]=1.Br[C:19]1[CH:28]=[CH:27][C:26]2[N:25]=[CH:24][C:23]3[N:29]([CH2:34][CH2:35][O:36][CH3:37])[C:30](=[O:33])[CH2:31][O:32][C:22]=3[C:21]=2[CH:20]=1.C1(P(C2C=CC=CC=2)C2C3OC4C(=CC=CC=4P(C4C=CC=CC=4)C4C=CC=CC=4)C(C)(C)C=3C=CC=2)C=CC=CC=1.CC(C)([O-])C.[Na+]. (6) Given the product [Cl:5][CH2:6][CH2:7][CH2:8][C:9]([C:15]1[CH:16]=[CH:17][C:12]([CH:18]([CH3:20])[CH3:19])=[CH:13][CH:14]=1)=[O:10], predict the reactants needed to synthesize it. The reactants are: [Cl-].[Al+3].[Cl-].[Cl-].[Cl:5][CH2:6][CH2:7][CH2:8][C:9](Cl)=[O:10].[C:12]1([CH:18]([CH3:20])[CH3:19])[CH:17]=[CH:16][CH:15]=[CH:14][CH:13]=1.